From a dataset of Catalyst prediction with 721,799 reactions and 888 catalyst types from USPTO. Predict which catalyst facilitates the given reaction. (1) Reactant: [F:1][C@@H:2]([CH3:24])[CH2:3][N:4]([C:14]1[CH:15]=[C:16]2[C:20](=[CH:21][C:22]=1[OH:23])[CH2:19][CH2:18][CH2:17]2)[S:5]([C:8]1[S:9][CH:10]=[C:11]([CH3:13])[N:12]=1)(=[O:7])=[O:6].C(P(CCCC)CCCC)CCC.O[CH2:39][C:40]1[CH:41]=[CH:42][C:43]([C:46]([O:48][CH2:49][CH3:50])=[O:47])=[N:44][CH:45]=1.N(/C(N1CCCCC1)=O)=N\C(N1CCCCC1)=O. Product: [F:1][C@@H:2]([CH3:24])[CH2:3][N:4]([S:5]([C:8]1[S:9][CH:10]=[C:11]([CH3:13])[N:12]=1)(=[O:7])=[O:6])[C:14]1[CH:15]=[C:16]2[C:20]([CH2:19][CH2:18][CH2:17]2)=[CH:21][C:22]=1[O:23][CH2:39][C:40]1[CH:41]=[CH:42][C:43]([C:46]([O:48][CH2:49][CH3:50])=[O:47])=[N:44][CH:45]=1. The catalyst class is: 1. (2) Reactant: C(O)C.[OH-].[Na+].[O:6]1[CH:10]=[CH:9][CH:8]=[C:7]1[C:11]1[CH:12]=[C:13]([CH:21]=[CH:22][CH:23]=1)[O:14][CH2:15][C:16]([O:18]CC)=[O:17].Cl. Product: [O:6]1[CH:10]=[CH:9][CH:8]=[C:7]1[C:11]1[CH:12]=[C:13]([CH:21]=[CH:22][CH:23]=1)[O:14][CH2:15][C:16]([OH:18])=[O:17]. The catalyst class is: 6. (3) Reactant: [C:1]([C:5]1[CH:25]=[CH:24][C:8]([O:9][C:10]2[C:18]3[C:13](=[CH:14][CH:15]=[CH:16][CH:17]=3)[NH:12][C:11]=2[C:19]([O:21][CH2:22][CH3:23])=[O:20])=[CH:7][CH:6]=1)([CH3:4])([CH3:3])[CH3:2].C([O-])([O-])=O.[Cs+].[Cs+].Cl[CH2:33][C:34]1[CH:39]=[C:38]([O:40][CH2:41][CH2:42][O:43][CH3:44])[CH:37]=[C:36]([O:45][CH2:46][CH2:47][O:48][CH3:49])[CH:35]=1. Product: [CH3:49][O:48][CH2:47][CH2:46][O:45][C:36]1[CH:35]=[C:34]([CH:39]=[C:38]([O:40][CH2:41][CH2:42][O:43][CH3:44])[CH:37]=1)[CH2:33][N:12]1[C:13]2[C:18](=[CH:17][CH:16]=[CH:15][CH:14]=2)[C:10]([O:9][C:8]2[CH:24]=[CH:25][C:5]([C:1]([CH3:2])([CH3:4])[CH3:3])=[CH:6][CH:7]=2)=[C:11]1[C:19]([O:21][CH2:22][CH3:23])=[O:20]. The catalyst class is: 173. (4) Reactant: CS(O[CH2:6][C:7]1[N:8]([S:24]([C:27]2[CH:32]=[CH:31][CH:30]=[CH:29][CH:28]=2)(=[O:26])=[O:25])[C:9]2[C:14]([C:15]=1[CH2:16][CH2:17][CH2:18][S:19]([CH3:22])(=[O:21])=[O:20])=[CH:13][CH:12]=[C:11]([Cl:23])[CH:10]=2)(=O)=O.C(=O)([O-])[O-].[Cs+].[Cs+].[NH:39]1[C:43]2=[CH:44][N:45]=[CH:46][CH:47]=[C:42]2[C:41]2([CH2:49][CH2:48]2)[C:40]1=[O:50]. Product: [Cl:23][C:11]1[CH:10]=[C:9]2[C:14]([C:15]([CH2:16][CH2:17][CH2:18][S:19]([CH3:22])(=[O:20])=[O:21])=[C:7]([CH2:6][N:39]3[C:43]4=[CH:44][N:45]=[CH:46][CH:47]=[C:42]4[C:41]4([CH2:48][CH2:49]4)[C:40]3=[O:50])[N:8]2[S:24]([C:27]2[CH:32]=[CH:31][CH:30]=[CH:29][CH:28]=2)(=[O:26])=[O:25])=[CH:13][CH:12]=1. The catalyst class is: 10.